From a dataset of Full USPTO retrosynthesis dataset with 1.9M reactions from patents (1976-2016). Predict the reactants needed to synthesize the given product. (1) Given the product [NH2:12][C@H:13]([C:14]([OH:16])=[O:15])[CH3:39].[CH2:2]1[N:3]([CH2:25][C:26]([OH:28])=[O:27])[CH2:4][CH2:5][N:6]([CH2:21][C:22]([OH:24])=[O:23])[CH2:7][CH2:8][N:9]([CH2:17][C:18]([OH:20])=[O:19])[CH2:10][CH2:11][N:12]([CH2:13][C:14]([OH:16])=[O:15])[CH2:1]1, predict the reactants needed to synthesize it. The reactants are: [CH2:1]1[N:12]([CH2:13][C:14]([OH:16])=[O:15])[CH2:11][CH2:10][N:9]([CH2:17][C:18]([OH:20])=[O:19])[CH2:8][CH2:7][N:6]([CH2:21][C:22]([OH:24])=[O:23])[CH2:5][CH2:4][N:3]([CH2:25][C:26]([OH:28])=[O:27])[CH2:2]1.F[P-](F)(F)(F)(F)F.N1(OC(N(C)C)=[N+](C)C)C2N=CC=C[C:39]=2N=N1.CN(C=O)C.C(N(C(C)C)CC)(C)C. (2) The reactants are: C(OC(=O)[NH:7][C:8]1[CH:9]=[C:10]2[C:15](=[CH:16][CH:17]=1)[N:14]=[C:13]([N:18]([CH2:21][CH3:22])[CH2:19][CH3:20])[N:12]([NH:23][C:24](=[O:34])[CH2:25][C:26]1[CH:31]=[C:30]([F:32])[CH:29]=[C:28]([F:33])[CH:27]=1)[C:11]2=[O:35])(C)(C)C. Given the product [NH2:7][C:8]1[CH:9]=[C:10]2[C:15](=[CH:16][CH:17]=1)[N:14]=[C:13]([N:18]([CH2:19][CH3:20])[CH2:21][CH3:22])[N:12]([NH:23][C:24](=[O:34])[CH2:25][C:26]1[CH:27]=[C:28]([F:33])[CH:29]=[C:30]([F:32])[CH:31]=1)[C:11]2=[O:35], predict the reactants needed to synthesize it.